Dataset: Full USPTO retrosynthesis dataset with 1.9M reactions from patents (1976-2016). Task: Predict the reactants needed to synthesize the given product. (1) Given the product [CH3:1][O:2][C:3]1[CH:8]=[CH:7][C:6]([C:9]2[CH:10]=[N:11][CH:12]=[C:13]3[C:18]=2[N:17]=[C:16]([C:19]([NH:64][CH2:63][CH2:62][CH2:61][C:55]2[CH:60]=[CH:59][CH:58]=[CH:57][CH:56]=2)=[O:21])[CH:15]=[CH:14]3)=[CH:5][CH:4]=1, predict the reactants needed to synthesize it. The reactants are: [CH3:1][O:2][C:3]1[CH:8]=[CH:7][C:6]([C:9]2[CH:10]=[N:11][CH:12]=[C:13]3[C:18]=2[N:17]=[C:16]([C:19]([OH:21])=O)[CH:15]=[CH:14]3)=[CH:5][CH:4]=1.C(N(CC)C(C)C)(C)C.F[P-](F)(F)(F)(F)F.N1(OC(N(C)C)=[N+](C)C)C2N=CC=CC=2N=N1.[C:55]1([CH2:61][CH2:62][CH2:63][NH2:64])[CH:60]=[CH:59][CH:58]=[CH:57][CH:56]=1. (2) Given the product [Br:1][C:2]1[CH:10]=[CH:9][C:8]([OH:11])=[C:7]2[C:3]=1[CH2:4][N:5]([C:13](=[O:18])[C:14]([F:16])([F:17])[F:15])[CH2:6]2, predict the reactants needed to synthesize it. The reactants are: [Br:1][C:2]1[CH:10]=[CH:9][C:8]([O:11]C)=[C:7]2[C:3]=1[CH2:4][N:5]([C:13](=[O:18])[C:14]([F:17])([F:16])[F:15])[CH2:6]2.C(Cl)Cl.B(Br)(Br)Br. (3) Given the product [CH2:26]([N:22]([CH2:23][CH2:24][CH3:25])[C:20]1[CH:19]=[CH:18][C:17]([NH:29][C:30]([C:32]2[CH:33]=[C:34]([CH:46]=[CH:47][CH:48]=2)[CH2:35][S:36][CH2:37][CH2:38][C:39]([OH:41])=[O:40])=[O:31])=[C:16]([C:12]2[CH:11]=[C:10]([C:8](=[O:9])[NH:7][CH2:6][C:5]3[CH:49]=[CH:50][CH:51]=[C:3]([C:2]([F:53])([F:1])[F:52])[CH:4]=3)[CH:15]=[CH:14][N:13]=2)[CH:21]=1)[CH2:27][CH3:28], predict the reactants needed to synthesize it. The reactants are: [F:1][C:2]([F:53])([F:52])[C:3]1[CH:4]=[C:5]([CH:49]=[CH:50][CH:51]=1)[CH2:6][NH:7][C:8]([C:10]1[CH:15]=[CH:14][N:13]=[C:12]([C:16]2[CH:21]=[C:20]([N:22]([CH2:26][CH2:27][CH3:28])[CH2:23][CH2:24][CH3:25])[CH:19]=[CH:18][C:17]=2[NH:29][C:30]([C:32]2[CH:33]=[C:34]([CH:46]=[CH:47][CH:48]=2)[CH2:35][S:36][CH2:37][CH2:38][C:39]([O:41]C(C)(C)C)=[O:40])=[O:31])[CH:11]=1)=[O:9].FC(F)(F)C(O)=O.